Predict the reactants needed to synthesize the given product. From a dataset of Full USPTO retrosynthesis dataset with 1.9M reactions from patents (1976-2016). (1) Given the product [CH3:11][S:8]([C:5]1[N:4]=[CH:3][C:2]([C:19]#[C:18][C:12]2[CH:17]=[CH:16][CH:15]=[CH:14][CH:13]=2)=[CH:7][N:6]=1)(=[O:10])=[O:9], predict the reactants needed to synthesize it. The reactants are: Br[C:2]1[CH:3]=[N:4][C:5]([S:8]([CH3:11])(=[O:10])=[O:9])=[N:6][CH:7]=1.[C:12]1([C:18]#[CH:19])[CH:17]=[CH:16][CH:15]=[CH:14][CH:13]=1.C(N(CC)CC)C. (2) Given the product [C:32]([O:31][C:29](=[O:30])[NH:1][C:2]1[CH:7]=[CH:6][C:5]([S:8][C:9]2[CH:14]=[CH:13][C:12]([S:15](=[O:16])(=[O:17])[NH:18][C:19]3[CH:24]=[CH:23][C:22]([Br:25])=[CH:21][CH:20]=3)=[CH:11][C:10]=2[N+:26]([O-:28])=[O:27])=[CH:4][CH:3]=1)([CH3:35])([CH3:34])[CH3:33], predict the reactants needed to synthesize it. The reactants are: [NH2:1][C:2]1[CH:7]=[CH:6][C:5]([S:8][C:9]2[CH:14]=[CH:13][C:12]([S:15]([NH:18][C:19]3[CH:24]=[CH:23][C:22]([Br:25])=[CH:21][CH:20]=3)(=[O:17])=[O:16])=[CH:11][C:10]=2[N+:26]([O-:28])=[O:27])=[CH:4][CH:3]=1.[C:29](O[C:29]([O:31][C:32]([CH3:35])([CH3:34])[CH3:33])=[O:30])([O:31][C:32]([CH3:35])([CH3:34])[CH3:33])=[O:30].